Dataset: Forward reaction prediction with 1.9M reactions from USPTO patents (1976-2016). Task: Predict the product of the given reaction. (1) Given the reactants [Cl:1][C:2]1[CH:3]=[C:4]([F:19])[C:5]([O:16][CH2:17][CH3:18])=[C:6]2[C:10]=1[NH:9][CH:8]=[C:7]2[CH2:11][C:12]([O:14][CH3:15])=[O:13].[C:20]([O-])([O-])=O.[K+].[K+].CI, predict the reaction product. The product is: [Cl:1][C:2]1[CH:3]=[C:4]([F:19])[C:5]([O:16][CH2:17][CH3:18])=[C:6]2[C:10]=1[N:9]([CH3:20])[CH:8]=[C:7]2[CH2:11][C:12]([O:14][CH3:15])=[O:13]. (2) Given the reactants [N:1]([CH:4]1[CH2:23][N:8]2[C:9]3[C:14]([C:15]([CH2:16][C:17]([O:19]CCC)=[O:18])=[C:7]2[CH2:6][CH2:5]1)=[CH:13][CH:12]=[CH:11][CH:10]=3)=[N+:2]=[N-:3].[CH2:24]([NH:30][S:31]([CH3:34])(=[O:33])=[O:32])[CH2:25][CH2:26][CH2:27][C:28]#[CH:29], predict the reaction product. The product is: [CH3:34][S:31]([NH:30][CH2:24][CH2:25][CH2:26][CH2:27][C:28]1[N:3]=[N:2][N:1]([CH:4]2[CH2:23][N:8]3[C:9]4[C:14]([C:15]([CH2:16][C:17]([OH:19])=[O:18])=[C:7]3[CH2:6][CH2:5]2)=[CH:13][CH:12]=[CH:11][CH:10]=4)[CH:29]=1)(=[O:33])=[O:32]. (3) Given the reactants Br[C:2]1[CH:7]=[CH:6][N:5]2[C:8]([C:11]([NH:13][C:14]3[CH:19]=[C:18]([C:20](=[O:36])[NH:21][CH2:22][C:23]4[CH:28]=[CH:27][CH:26]=[CH:25][C:24]=4[N:29]4[CH2:34][CH2:33][N:32]([CH3:35])[CH2:31][CH2:30]4)[CH:17]=[CH:16][C:15]=3[F:37])=[O:12])=[CH:9][N:10]=[C:4]2[CH:3]=1.[F:38][C:39]1[CH:40]=[C:41](B(O)O)[CH:42]=[CH:43][C:44]=1[C:45](=[O:50])[NH:46][CH2:47][CH2:48][OH:49].C(=O)([O-])[O-].[Cs+].[Cs+].C(Cl)Cl, predict the reaction product. The product is: [F:38][C:39]1[CH:40]=[C:41]([C:2]2[CH:7]=[CH:6][N:5]3[C:8]([C:11]([NH:13][C:14]4[CH:19]=[C:18]([C:20](=[O:36])[NH:21][CH2:22][C:23]5[CH:28]=[CH:27][CH:26]=[CH:25][C:24]=5[N:29]5[CH2:34][CH2:33][N:32]([CH3:35])[CH2:31][CH2:30]5)[CH:17]=[CH:16][C:15]=4[F:37])=[O:12])=[CH:9][N:10]=[C:4]3[CH:3]=2)[CH:42]=[CH:43][C:44]=1[C:45](=[O:50])[NH:46][CH2:47][CH2:48][OH:49]. (4) The product is: [Cl:1][C:2]1[CH:3]=[CH:4][C:5]([N:28]2[CH:32]=[N:31][N:30]=[N:29]2)=[C:6]([CH2:7][NH:8][C:9]([C@H:11]2[N:15]([C:16](=[O:26])[C@H:17]([O:18][C:39](=[O:41])[CH3:40])[C:19]3[CH:20]=[CH:21][C:22]([F:25])=[CH:23][CH:24]=3)[N:14]=[CH:13][CH2:12]2)=[O:10])[CH:27]=1. Given the reactants [Cl:1][C:2]1[CH:3]=[CH:4][C:5]([N:28]2[CH:32]=[N:31][N:30]=[N:29]2)=[C:6]([CH:27]=1)[CH2:7][NH:8][C:9]([C@H:11]1[N:15]([C:16](=[O:26])[C@@H:17]([C:19]2[CH:24]=[CH:23][C:22]([F:25])=[CH:21][CH:20]=2)[OH:18])[N:14]=[CH:13][CH2:12]1)=[O:10].N1C=CC=CC=1.[C:39](OC(=O)C)(=[O:41])[CH3:40], predict the reaction product. (5) Given the reactants C([O:3][C:4](=O)[CH2:5][C:6]([C@H:8]1[CH2:13][CH2:12][N:11]([C:14]([O:16][CH3:17])=[O:15])[C@@H:10]([C:18]2[CH:23]=[CH:22][C:21]([S:24]([CH3:27])(=[O:26])=[O:25])=[CH:20][CH:19]=2)[CH2:9]1)=[O:7])C.[OH-].[Na+].[NH2:31]O.Cl, predict the reaction product. The product is: [CH3:27][S:24]([C:21]1[CH:22]=[CH:23][C:18]([C@H:10]2[CH2:9][C@@H:8]([C:6]3[O:7][NH:31][C:4](=[O:3])[CH:5]=3)[CH2:13][CH2:12][N:11]2[C:14]([O:16][CH3:17])=[O:15])=[CH:19][CH:20]=1)(=[O:26])=[O:25]. (6) Given the reactants [Cl:1][C:2]1[N:3]=[C:4]([N:12]2[CH2:17][CH2:16][O:15][CH2:14][CH2:13]2)[C:5]2[S:10][C:9]([NH2:11])=[CH:8][C:6]=2[N:7]=1.[C:18](Cl)(=[O:22])[CH:19]([CH3:21])[CH3:20], predict the reaction product. The product is: [Cl:1][C:2]1[N:3]=[C:4]([N:12]2[CH2:17][CH2:16][O:15][CH2:14][CH2:13]2)[C:5]2[S:10][C:9]([NH:11][C:18](=[O:22])[CH:19]([CH3:21])[CH3:20])=[CH:8][C:6]=2[N:7]=1.